Dataset: Full USPTO retrosynthesis dataset with 1.9M reactions from patents (1976-2016). Task: Predict the reactants needed to synthesize the given product. Given the product [Cl:37][C:15]1[N:14]=[C:13]([C:10]2[CH:11]=[CH:12][C:7]([N:1]3[CH2:6][CH2:5][O:4][CH2:3][CH2:2]3)=[CH:8][CH:9]=2)[CH:22]=[C:21]2[C:16]=1[CH:17]=[CH:18][CH:19]=[N:20]2, predict the reactants needed to synthesize it. The reactants are: [N:1]1([C:7]2[CH:12]=[CH:11][C:10]([C:13]3[N:14]=[C:15](O)[C:16]4[CH:17]=[CH:18][CH:19]=[N:20][C:21]=4[CH:22]=3)=[CH:9][CH:8]=2)[CH2:6][CH2:5][O:4][CH2:3][CH2:2]1.C(N(CC)C1C=CC=CC=1)C.P(Cl)(Cl)([Cl:37])=O.